Task: Predict which catalyst facilitates the given reaction.. Dataset: Catalyst prediction with 721,799 reactions and 888 catalyst types from USPTO Reactant: [C:1](OC(=O)C)(=O)C.[CH:8]1([C:11]([NH:13][CH:14]([CH2:18][C:19]([O:21][CH2:22][CH3:23])=[O:20])[C:15]([OH:17])=O)=[O:12])[CH2:10][CH2:9]1. Product: [CH:8]1([C:11]([NH:13][CH:14]([C:15](=[O:17])[CH3:1])[CH2:18][C:19]([O:21][CH2:22][CH3:23])=[O:20])=[O:12])[CH2:9][CH2:10]1. The catalyst class is: 377.